Dataset: Full USPTO retrosynthesis dataset with 1.9M reactions from patents (1976-2016). Task: Predict the reactants needed to synthesize the given product. (1) Given the product [C:1]([O:5][C:6](=[O:22])[NH:7][C:8]1[CH:13]=[C:12]([N:23]2[CH2:26][CH2:25][CH2:24]2)[C:11]([C:15]([F:18])([F:17])[F:16])=[CH:10][C:9]=1[N+:19]([O-:21])=[O:20])([CH3:4])([CH3:3])[CH3:2], predict the reactants needed to synthesize it. The reactants are: [C:1]([O:5][C:6](=[O:22])[NH:7][C:8]1[CH:13]=[C:12](Cl)[C:11]([C:15]([F:18])([F:17])[F:16])=[CH:10][C:9]=1[N+:19]([O-:21])=[O:20])([CH3:4])([CH3:3])[CH3:2].[NH:23]1[CH2:26][CH2:25][CH2:24]1.CCN(CC)CC. (2) Given the product [ClH:1].[ClH:1].[ClH:1].[ClH:1].[NH2:30][C:27]1[CH:26]=[CH:25][C:24]([NH:23][CH2:22][C:19]2[CH:20]=[CH:21][C:16]([CH2:15][NH:14][C:13]3[CH:33]=[CH:34][C:10]([NH2:7])=[CH:11][CH:12]=3)=[CH:17][CH:18]=2)=[CH:29][CH:28]=1, predict the reactants needed to synthesize it. The reactants are: [Cl-:1].[NH4+].O.C(O)C.[N+:7]([C:10]1[CH:34]=[CH:33][C:13]([NH:14][CH2:15][C:16]2[CH:21]=[CH:20][C:19]([CH2:22][NH:23][C:24]3[CH:29]=[CH:28][C:27]([N+:30]([O-])=O)=[CH:26][CH:25]=3)=[CH:18][CH:17]=2)=[CH:12][CH:11]=1)([O-])=O. (3) Given the product [Cl:34][C:35]1[CH:40]=[CH:39][C:38]([C:41]2[N:42]=[C:43]3[CH:48]=[C:47]([C:49]([NH2:2])=[O:50])[CH:46]=[CH:45][N:44]3[C:52]=2[CH2:53][OH:54])=[CH:37][CH:36]=1, predict the reactants needed to synthesize it. The reactants are: C[N:2](C(ON1N=NC2C=CC=CC1=2)=[N+](C)C)C.[B-](F)(F)(F)F.C(N(C(C)C)CC)(C)C.N.Cl.[Cl:34][C:35]1[CH:40]=[CH:39][C:38]([C:41]2[N:42]=[C:43]3[CH:48]=[C:47]([C:49](O)=[O:50])[CH:46]=[CH:45][N:44]3[C:52]=2[CH2:53][OH:54])=[CH:37][CH:36]=1. (4) Given the product [CH2:1]([NH:8][C:9]([C:11]1[CH:12]=[C:13]2[C:18](=[CH:19][CH:20]=1)[CH:17]=[N:16][CH:15]=[C:14]2[C:26]1[CH:27]=[CH:28][C:23]([Cl:22])=[CH:24][CH:25]=1)=[O:10])[C:2]1[CH:7]=[CH:6][CH:5]=[CH:4][CH:3]=1, predict the reactants needed to synthesize it. The reactants are: [CH2:1]([NH:8][C:9]([C:11]1[CH:12]=[C:13]2[C:18](=[CH:19][CH:20]=1)[CH:17]=[N:16][CH:15]=[C:14]2Br)=[O:10])[C:2]1[CH:7]=[CH:6][CH:5]=[CH:4][CH:3]=1.[Cl:22][C:23]1[CH:28]=[CH:27][C:26](B(O)O)=[CH:25][CH:24]=1.C(=O)([O-])[O-].[Cs+].[Cs+]. (5) Given the product [C:1]([O:5][C:6]([N:8]([C:13]1[CH:14]=[C:15]([CH:23]=[CH:24][C:25]=1[O:26][CH3:27])[C:16]([O:18][CH2:19][C:20]([O:22][C@H:36]([C:38]1[CH:43]=[CH:42][C:41]([O:44][CH:45]([F:46])[F:47])=[C:40]([O:48][CH2:49][CH:50]2[CH2:51][CH2:52]2)[CH:39]=1)[CH2:35][C:34]1[C:33]([Cl:53])=[CH:32][N+:31]([O-:54])=[CH:30][C:29]=1[Cl:28])=[O:21])=[O:17])[S:9]([CH3:12])(=[O:11])=[O:10])=[O:7])([CH3:4])([CH3:3])[CH3:2], predict the reactants needed to synthesize it. The reactants are: [C:1]([O:5][C:6]([N:8]([C:13]1[CH:14]=[C:15]([CH:23]=[CH:24][C:25]=1[O:26][CH3:27])[C:16]([O:18][CH2:19][C:20]([OH:22])=[O:21])=[O:17])[S:9]([CH3:12])(=[O:11])=[O:10])=[O:7])([CH3:4])([CH3:3])[CH3:2].[Cl:28][C:29]1[CH:30]=[N+:31]([O-:54])[CH:32]=[C:33]([Cl:53])[C:34]=1[CH2:35][C@@H:36]([C:38]1[CH:43]=[CH:42][C:41]([O:44][CH:45]([F:47])[F:46])=[C:40]([O:48][CH2:49][CH:50]2[CH2:52][CH2:51]2)[CH:39]=1)O.C(Cl)CCl. (6) The reactants are: [CH3:1][C:2]1[C:10]([S:11]([CH3:13])=[O:12])=[C:9]([C:14]([F:17])([F:16])[F:15])[CH:8]=[CH:7][C:3]=1[C:4]([OH:6])=[O:5].[CH:18]12[CH2:25][CH:22]([CH2:23][CH2:24]1)[C:21](=[O:26])[CH2:20][C:19]2=O.Cl.CN(C)CCCN=C=NCC.Cl. Given the product [CH3:1][C:2]1[C:10]([S:11]([CH3:13])=[O:12])=[C:9]([C:14]([F:15])([F:17])[F:16])[CH:8]=[CH:7][C:3]=1[C:4]([O:6][C:19]1[CH:18]2[CH2:25][CH:22]([C:21](=[O:26])[CH:20]=1)[CH2:23][CH2:24]2)=[O:5], predict the reactants needed to synthesize it.